Dataset: Catalyst prediction with 721,799 reactions and 888 catalyst types from USPTO. Task: Predict which catalyst facilitates the given reaction. (1) Reactant: [C:1]([O:5][C:6](=[O:17])[NH:7][CH2:8][CH2:9][C:10]1[CH:15]=[CH:14][C:13]([NH2:16])=[CH:12][CH:11]=1)([CH3:4])([CH3:3])[CH3:2].[CH3:18][S:19](Cl)(=[O:21])=[O:20]. Product: [CH3:18][S:19]([NH:16][C:13]1[CH:14]=[CH:15][C:10]([CH2:9][CH2:8][NH:7][C:6](=[O:17])[O:5][C:1]([CH3:4])([CH3:2])[CH3:3])=[CH:11][CH:12]=1)(=[O:21])=[O:20]. The catalyst class is: 22. (2) Reactant: [Br:1][C:2]1[CH:7]=[C:6]([N+:8]([O-:10])=[O:9])[CH:5]=[CH:4][C:3]=1[C:11](=[O:14])[CH2:12][Cl:13].[BH4-].[Na+].O. Product: [Br:1][C:2]1[CH:7]=[C:6]([N+:8]([O-:10])=[O:9])[CH:5]=[CH:4][C:3]=1[CH:11]([OH:14])[CH2:12][Cl:13]. The catalyst class is: 8. (3) Reactant: [Br:1][C:2]1[CH:3]=[C:4]2[C:8](=[CH:9][CH:10]=1)[NH:7][C:6](=[O:11])[C:5]2=O.[NH:13]([C:15]([C:17]1[CH:35]=[CH:34][C:20]([CH2:21][NH:22][C:23](=[O:33])[C:24]2[CH:29]=[CH:28][CH:27]=[C:26]([N+:30]([O-:32])=[O:31])[CH:25]=2)=[CH:19][CH:18]=1)=[O:16])[NH2:14]. Product: [Br:1][C:2]1[CH:3]=[C:4]2[C:8](=[CH:9][CH:10]=1)[NH:7][C:6](=[O:11])[C:5]2=[N:14][NH:13][C:15]([C:17]1[CH:18]=[CH:19][C:20]([CH2:21][NH:22][C:23](=[O:33])[C:24]2[CH:29]=[CH:28][CH:27]=[C:26]([N+:30]([O-:32])=[O:31])[CH:25]=2)=[CH:34][CH:35]=1)=[O:16]. The catalyst class is: 15. (4) Reactant: [CH3:1][O:2][C:3]1[CH:8]=[CH:7][C:6]([NH2:9])=[CH:5][C:4]=1[N+:10]([O-:12])=[O:11].C(N([CH:19]([CH3:21])[CH3:20])C(C)C)C.[CH3:22][C:23]1[CH:30]=[CH:29][C:26]([CH2:27]Br)=[CH:25][CH:24]=1. Product: [CH3:1][O:2][C:3]1[CH:8]=[CH:7][C:6]([N:9]([CH2:30][C:23]2[CH:22]=[CH:21][C:19]([CH3:20])=[CH:25][CH:24]=2)[CH2:22][C:23]2[CH:30]=[CH:29][C:26]([CH3:27])=[CH:25][CH:24]=2)=[CH:5][C:4]=1[N+:10]([O-:12])=[O:11]. The catalyst class is: 115. (5) Reactant: [N:1]1([CH2:6][CH2:7][N:8]2[C:16]3[C:11](=[CH:12][CH:13]=[C:14]([NH2:17])[CH:15]=3)[CH:10]=[N:9]2)[CH2:5][CH2:4][CH2:3][CH2:2]1.[OH:18][C:19]1[CH:24]=[CH:23][C:22]([CH2:25][C:26](O)=[O:27])=[CH:21][CH:20]=1.CN(C(ON1N=NC2C=CC=NC1=2)=[N+](C)C)C.F[P-](F)(F)(F)(F)F.C(N(C(C)C)CC)(C)C. Product: [OH:18][C:19]1[CH:24]=[CH:23][C:22]([CH2:25][C:26]([NH:17][C:14]2[CH:15]=[C:16]3[C:11]([CH:10]=[N:9][N:8]3[CH2:7][CH2:6][N:1]3[CH2:5][CH2:4][CH2:3][CH2:2]3)=[CH:12][CH:13]=2)=[O:27])=[CH:21][CH:20]=1. The catalyst class is: 3. (6) Reactant: [CH2:1]([O:8][C:9]1[CH:10]=[C:11]([CH:16]=[CH:17][CH:18]=1)[C:12]([O:14]C)=[O:13])[C:2]1[CH:7]=[CH:6][CH:5]=[CH:4][CH:3]=1.[OH-].[K+].CO. Product: [CH2:1]([O:8][C:9]1[CH:10]=[C:11]([CH:16]=[CH:17][CH:18]=1)[C:12]([OH:14])=[O:13])[C:2]1[CH:3]=[CH:4][CH:5]=[CH:6][CH:7]=1. The catalyst class is: 6. (7) Reactant: [CH:1]1([CH2:7][CH2:8][CH2:9][C@@H:10]([C:16]2[O:20][N:19]=[C:18]([C:21]([N:23]3[CH2:26][CH:25]([C:27]([O:29]C)=[O:28])[CH2:24]3)=[O:22])[N:17]=2)[CH2:11][C:12]([NH:14][OH:15])=[O:13])[CH2:6][CH2:5][CH2:4][CH2:3][CH2:2]1.O.[OH-].[Li+].Cl. Product: [CH:1]1([CH2:7][CH2:8][CH2:9][C@@H:10]([C:16]2[O:20][N:19]=[C:18]([C:21]([N:23]3[CH2:26][CH:25]([C:27]([OH:29])=[O:28])[CH2:24]3)=[O:22])[N:17]=2)[CH2:11][C:12]([NH:14][OH:15])=[O:13])[CH2:6][CH2:5][CH2:4][CH2:3][CH2:2]1. The catalyst class is: 38.